This data is from TCR-epitope binding with 47,182 pairs between 192 epitopes and 23,139 TCRs. The task is: Binary Classification. Given a T-cell receptor sequence (or CDR3 region) and an epitope sequence, predict whether binding occurs between them. (1) The epitope is FSKQLQQSM. The TCR CDR3 sequence is CASREKGYDEQFF. Result: 0 (the TCR does not bind to the epitope). (2) The epitope is RPRGEVRFL. The TCR CDR3 sequence is CASSLQGRGNQPQHF. Result: 0 (the TCR does not bind to the epitope). (3) The epitope is FLYNLLTRV. The TCR CDR3 sequence is CASSVSNQPQHF. Result: 1 (the TCR binds to the epitope). (4) Result: 0 (the TCR does not bind to the epitope). The epitope is VTEHDTLLY. The TCR CDR3 sequence is CASQQKDRESYEQYF. (5) Result: 0 (the TCR does not bind to the epitope). The epitope is ILKEPVHGV. The TCR CDR3 sequence is CASSPSGQGARTGELFF. (6) The epitope is GLCTLVAML. The TCR CDR3 sequence is CASSIDRVLGRTGELFF. Result: 1 (the TCR binds to the epitope). (7) The TCR CDR3 sequence is CASSPSGIQSPGELFF. The epitope is KLSYGIATV. Result: 1 (the TCR binds to the epitope).